This data is from Catalyst prediction with 721,799 reactions and 888 catalyst types from USPTO. The task is: Predict which catalyst facilitates the given reaction. (1) Reactant: Br[C:2]1[CH:3]=[CH:4][C:5]([N:8]2[CH2:13][CH2:12][O:11][CH2:10][CH2:9]2)=[N:6][CH:7]=1.[C:14]([O:18][C:19]([N:21]1[CH2:26][CH2:25][CH:24]([NH2:27])[CH2:23][CH2:22]1)=[O:20])([CH3:17])([CH3:16])[CH3:15].O(C(C)(C)C)[K].C1(P(C2CCCCC2)C2C=CC=CC=2C2C(C(C)C)=CC(C(C)C)=CC=2C(C)C)CCCCC1. Product: [C:14]([O:18][C:19]([N:21]1[CH2:26][CH2:25][CH:24]([NH:27][C:2]2[CH:7]=[N:6][C:5]([N:8]3[CH2:13][CH2:12][O:11][CH2:10][CH2:9]3)=[CH:4][CH:3]=2)[CH2:23][CH2:22]1)=[O:20])([CH3:17])([CH3:15])[CH3:16]. The catalyst class is: 101. (2) Reactant: [OH-].[Na+].[Cl:3][C:4]1[S:8][C:7]([C:9]2[N:10]=[C:11]([O:19][C:20]3[CH:25]=[CH:24][C:23]([CH2:26][C:27]([O:29]C)=[O:28])=[CH:22][CH:21]=3)[C:12]3[CH2:18][S:17][CH2:16][CH2:15][C:13]=3[N:14]=2)=[CH:6][CH:5]=1. Product: [Cl:3][C:4]1[S:8][C:7]([C:9]2[N:10]=[C:11]([O:19][C:20]3[CH:25]=[CH:24][C:23]([CH2:26][C:27]([OH:29])=[O:28])=[CH:22][CH:21]=3)[C:12]3[CH2:18][S:17][CH2:16][CH2:15][C:13]=3[N:14]=2)=[CH:6][CH:5]=1. The catalyst class is: 5. (3) Reactant: O[C@H:2]1[CH2:12][C@@:11]2([CH3:14])[O:13][C@@:3]31[C@@H:15]1[C@@H:7]([N:8]([C:17]4[CH:24]=[CH:23][C:20]([C:21]#[N:22])=[C:19]([C:25]([F:28])([F:27])[F:26])[CH:18]=4)[C:9](=[O:16])[C@H:10]21)[O:6][CH2:5][CH2:4]3.[CH3:29][O:30][C:31](=[O:52])[CH:32]=P(C1C=CC=CC=1)(C1C=CC=CC=1)C1C=CC=CC=1. Product: [C:21]([C:20]1[CH:23]=[CH:24][C:17]([N:8]2[C@@H:7]3[C@@H:15]4[C@@H:10]([C@:11]5([CH3:14])[O:13][C@@:3]4([CH2:4][CH2:5][O:6]3)/[C:2](=[CH:32]/[C:31]([O:30][CH3:29])=[O:52])/[CH2:12]5)[C:9]2=[O:16])=[CH:18][C:19]=1[C:25]([F:26])([F:27])[F:28])#[N:22]. The catalyst class is: 1.